This data is from Peptide-MHC class II binding affinity with 134,281 pairs from IEDB. The task is: Regression. Given a peptide amino acid sequence and an MHC pseudo amino acid sequence, predict their binding affinity value. This is MHC class II binding data. (1) The peptide sequence is GTWTYDGSVVA. The MHC is DRB4_0101 with pseudo-sequence DRB4_0103. The binding affinity (normalized) is 0.00853. (2) The peptide sequence is DFALIVNAPNHEGIQ. The MHC is DRB1_0802 with pseudo-sequence DRB1_0802. The binding affinity (normalized) is 0.474. (3) The peptide sequence is CKYGSLKPNCGNKVV. The MHC is HLA-DPA10201-DPB11401 with pseudo-sequence HLA-DPA10201-DPB11401. The binding affinity (normalized) is 0.263. (4) The peptide sequence is KLFEFNRNAIKTLQN. The MHC is DRB1_0101 with pseudo-sequence DRB1_0101. The binding affinity (normalized) is 1.00. (5) The peptide sequence is TKPSLFKVRNGGEIG. The MHC is HLA-DQA10501-DQB10302 with pseudo-sequence HLA-DQA10501-DQB10302. The binding affinity (normalized) is 0.318. (6) The peptide sequence is RDHYILYCEGELHGRQ. The MHC is DRB1_1501 with pseudo-sequence DRB1_1501. The binding affinity (normalized) is 0.503. (7) The binding affinity (normalized) is 0.633. The peptide sequence is LGWNIITFKDKTDIH. The MHC is DRB1_1301 with pseudo-sequence DRB1_1301. (8) The peptide sequence is ATATATSAVGAPTGA. The MHC is DRB1_0405 with pseudo-sequence DRB1_0405. The binding affinity (normalized) is 0.272.